Dataset: Catalyst prediction with 721,799 reactions and 888 catalyst types from USPTO. Task: Predict which catalyst facilitates the given reaction. Reactant: [ClH:1].[O:2]1[CH2:6][CH2:5][O:4][CH:3]1[CH2:7][CH2:8][CH2:9][CH2:10][O:11][C:12]1[CH:13]=[C:14]([C:18]([OH:42])([C:36]2[CH:41]=[CH:40][CH:39]=[CH:38][CH:37]=2)[C:19]([O:21][CH2:22][CH:23]2[CH2:28][CH2:27][N:26](C(OC(C)(C)C)=O)[CH2:25][CH2:24]2)=[O:20])[CH:15]=[CH:16][CH:17]=1. Product: [ClH:1].[O:2]1[CH2:6][CH2:5][O:4][CH:3]1[CH2:7][CH2:8][CH2:9][CH2:10][O:11][C:12]1[CH:13]=[C:14]([C:18]([OH:42])([C:36]2[CH:37]=[CH:38][CH:39]=[CH:40][CH:41]=2)[C:19]([O:21][CH2:22][CH:23]2[CH2:28][CH2:27][NH:26][CH2:25][CH2:24]2)=[O:20])[CH:15]=[CH:16][CH:17]=1. The catalyst class is: 12.